From a dataset of Full USPTO retrosynthesis dataset with 1.9M reactions from patents (1976-2016). Predict the reactants needed to synthesize the given product. (1) Given the product [OH:1][CH:2]1[CH:6]([NH:7][C:8]([C@H:10]2[N:15]3[C:16](=[O:31])[C@@H:17]([NH:22][C:23](=[O:30])[C:24]4[CH:25]=[CH:26][CH:27]=[CH:28][CH:29]=4)[CH2:18][CH2:19][CH2:20][CH2:21][C@H:14]3[CH2:13][CH2:12][CH2:11]2)=[O:9])[CH2:5][C:4](=[O:32])[O:3]1, predict the reactants needed to synthesize it. The reactants are: [OH:1][CH:2]1[CH:6]([NH:7][C:8]([C@H:10]2[N:15]3[C:16](=[O:31])[C@@H:17]([NH:22][C:23](=[O:30])[C:24]4[CH:29]=[CH:28][CH:27]=[CH:26][CH:25]=4)[CH2:18][CH:19]=[CH:20][CH2:21][C@H:14]3[CH2:13][CH2:12][CH2:11]2)=[O:9])[CH2:5][C:4](=[O:32])[O:3]1. (2) Given the product [CH:10]1([C@@H:16]([NH:18][C:19]([C:21]2[C:30]3[C:25](=[CH:26][CH:27]=[CH:28][CH:29]=3)[N:24]=[C:23]([C:31]3[CH:36]=[CH:35][CH:34]=[CH:33][CH:32]=3)[C:22]=2[CH2:37][N:38]2[CH2:43][CH2:42][N:41]([CH2:2][CH2:3][N:4]3[CH2:9][CH2:8][CH2:7][CH2:6][CH2:5]3)[C:40](=[O:50])[CH2:39]2)=[O:20])[CH3:17])[CH2:15][CH2:14][CH2:13][CH2:12][CH2:11]1, predict the reactants needed to synthesize it. The reactants are: Cl[CH2:2][CH2:3][N:4]1[CH2:9][CH2:8][CH2:7][CH2:6][CH2:5]1.[CH:10]1([C@@H:16]([NH:18][C:19]([C:21]2[C:30]3[C:25](=[CH:26][CH:27]=[CH:28][CH:29]=3)[N:24]=[C:23]([C:31]3[CH:36]=[CH:35][CH:34]=[CH:33][CH:32]=3)[C:22]=2[CH2:37][N:38]2[CH2:43][CH2:42][N:41](C3C=CC=CC=3)[C:40](=[O:50])[CH2:39]2)=[O:20])[CH3:17])[CH2:15][CH2:14][CH2:13][CH2:12][CH2:11]1.